From a dataset of Peptide-MHC class I binding affinity with 185,985 pairs from IEDB/IMGT. Regression. Given a peptide amino acid sequence and an MHC pseudo amino acid sequence, predict their binding affinity value. This is MHC class I binding data. (1) The peptide sequence is LAAPCRNAL. The MHC is HLA-A26:01 with pseudo-sequence HLA-A26:01. The binding affinity (normalized) is 0.0847. (2) The peptide sequence is IGAGICASY. The MHC is HLA-A24:02 with pseudo-sequence HLA-A24:02. The binding affinity (normalized) is 0.